This data is from HIV replication inhibition screening data with 41,000+ compounds from the AIDS Antiviral Screen. The task is: Binary Classification. Given a drug SMILES string, predict its activity (active/inactive) in a high-throughput screening assay against a specified biological target. (1) The compound is CCCC(=O)C(C)=C(OC)OC. The result is 0 (inactive). (2) The molecule is CC(=O)CC(O)(C(F)(F)Cl)C(F)(F)Cl. The result is 0 (inactive). (3) The molecule is CC(C)C(C=O)C(O)(C(F)(F)F)C(F)(F)F. The result is 0 (inactive). (4) The molecule is Cc1c(C)n2c(=O)n(-c3ccccc3)c(=O)n2c1=O. The result is 0 (inactive).